This data is from Forward reaction prediction with 1.9M reactions from USPTO patents (1976-2016). The task is: Predict the product of the given reaction. (1) Given the reactants [CH2:1]([C:8]1[N:12]([CH2:13][C:14]([OH:16])=O)[C:11]2[CH:17]=[CH:18][CH:19]=[CH:20][C:10]=2[N:9]=1)[C:2]1[CH:7]=[CH:6][CH:5]=[CH:4][CH:3]=1.[C:21]([C:25]1[CH:26]=[C:27]([CH:29]=[C:30]([C:32]([CH3:35])([CH3:34])[CH3:33])[CH:31]=1)[NH2:28])([CH3:24])([CH3:23])[CH3:22].CN(C(ON1N=NC2C=CC=NC1=2)=[N+](C)C)C.F[P-](F)(F)(F)(F)F, predict the reaction product. The product is: [CH2:1]([C:8]1[N:12]([CH2:13][C:14]([NH:28][C:27]2[CH:29]=[C:30]([C:32]([CH3:34])([CH3:33])[CH3:35])[CH:31]=[C:25]([C:21]([CH3:24])([CH3:23])[CH3:22])[CH:26]=2)=[O:16])[C:11]2[CH:17]=[CH:18][CH:19]=[CH:20][C:10]=2[N:9]=1)[C:2]1[CH:3]=[CH:4][CH:5]=[CH:6][CH:7]=1. (2) Given the reactants [NH:1]1[C:10]2[CH2:9][CH2:8][CH2:7][CH2:6][NH:5][C:4]=2[CH:3]=[CH:2]1.[N:11]1([CH2:17][CH2:18][C:19](Cl)=[O:20])[CH2:16][CH2:15][CH2:14][CH2:13][CH2:12]1, predict the reaction product. The product is: [N:11]1([CH2:17][CH2:18][C:19]([N:5]2[CH2:6][CH2:7][CH2:8][CH2:9][C:10]3[NH:1][CH:2]=[CH:3][C:4]2=3)=[O:20])[CH2:16][CH2:15][CH2:14][CH2:13][CH2:12]1. (3) Given the reactants [CH3:1][N:2]1[CH2:15][CH2:14][C:5]2[NH:6][C:7]3[CH:8]=[CH:9][C:10]([CH3:13])=[CH:11][C:12]=3[C:4]=2[CH2:3]1.[OH-].[K+].[CH3:18][N:19]([CH3:28])[C:20]1[CH:25]=[CH:24][CH:23]=[C:22]([CH:26]=[CH2:27])[CH:21]=1, predict the reaction product. The product is: [CH3:1][N:2]1[CH2:15][CH2:14][C:5]2[N:6]([CH2:27][CH2:26][C:22]3[CH:21]=[C:20]([N:19]([CH3:28])[CH3:18])[CH:25]=[CH:24][CH:23]=3)[C:7]3[CH:8]=[CH:9][C:10]([CH3:13])=[CH:11][C:12]=3[C:4]=2[CH2:3]1. (4) The product is: [O:25]1[C:19]2[CH:18]=[CH:17][C:16]([C:13]3[CH:14]=[C:15]4[N:7]([C:5]([O:4][CH2:3][CH:2]([CH3:34])[CH3:1])=[O:6])[CH:8]=[N:9][C:10]4=[N:11][CH:12]=3)=[CH:33][C:20]=2[CH2:21][NH:22][CH2:23][CH2:24]1. Given the reactants [CH3:1][CH:2]([CH3:34])[CH2:3][O:4][C:5]([N:7]1[C:15]2[C:10](=[N:11][CH:12]=[C:13]([C:16]3[CH:17]=[CH:18][C:19]4[O:25][CH2:24][CH2:23][N:22](C(OC(C)(C)C)=O)[CH2:21][C:20]=4[CH:33]=3)[CH:14]=2)[N:9]=[CH:8]1)=[O:6].FC(F)(F)C(O)=O, predict the reaction product. (5) The product is: [C:1]([O:5][C:6](=[O:31])[CH2:7][O:8][C:9]1[CH:14]=[CH:13][C:12]([Cl:15])=[CH:11][C:10]=1[C:16]#[C:17][C:18]1[CH:23]=[C:22]([S:24]([CH2:27][CH2:28][O:36][CH3:32])(=[O:26])=[O:25])[CH:21]=[CH:20][C:19]=1[F:30])([CH3:3])([CH3:2])[CH3:4]. Given the reactants [C:1]([O:5][C:6](=[O:31])[CH2:7][O:8][C:9]1[CH:14]=[CH:13][C:12]([Cl:15])=[CH:11][C:10]=1[C:16]#[C:17][C:18]1[CH:23]=[C:22]([S:24]([CH2:27][CH2:28]C)(=[O:26])=[O:25])[CH:21]=[CH:20][C:19]=1[F:30])([CH3:4])([CH3:3])[CH3:2].[C:32]([O:36]C(=O)COC1C=CC(Cl)=CC=1C#C)(C)(C)C.BrC1C=C(S(CCOC)(=O)=O)C=CC=1F, predict the reaction product.